Dataset: Full USPTO retrosynthesis dataset with 1.9M reactions from patents (1976-2016). Task: Predict the reactants needed to synthesize the given product. Given the product [CH3:13][CH:12]1[N:8]([C:6]([O:5][C:1]([CH3:4])([CH3:3])[CH3:2])=[O:7])[CH2:9][C:10]2[S:16][C:15]([Sn:27]([CH2:28][CH2:29][CH2:30][CH3:31])([CH2:32][CH2:33][CH2:34][CH3:35])[CH2:23][CH2:24][CH2:25][CH3:26])=[CH:14][C:11]1=2, predict the reactants needed to synthesize it. The reactants are: [C:1]([O:5][C:6]([N:8]1[CH:12]([CH3:13])[C:11]2[CH:14]=[C:15](Br)[S:16][C:10]=2[CH2:9]1)=[O:7])([CH3:4])([CH3:3])[CH3:2].C([Li])CCC.[CH2:23]([Sn:27](Cl)([CH2:32][CH2:33][CH2:34][CH3:35])[CH2:28][CH2:29][CH2:30][CH3:31])[CH2:24][CH2:25][CH3:26].CO.